Task: Predict the product of the given reaction.. Dataset: Forward reaction prediction with 1.9M reactions from USPTO patents (1976-2016) (1) Given the reactants Br[C:2]1[N:6]=[C:5]([NH:7][CH2:8][CH:9]2[CH2:11][CH2:10]2)[N:4]([CH2:12][CH:13]([CH3:15])[CH3:14])[N:3]=1.Cl.Cl.[CH3:18][O:19][C:20]1[CH:21]=[C:22]([CH:24]=[CH:25][C:26]=1[N:27]1[CH:31]=[C:30]([CH3:32])[N:29]=[CH:28]1)[NH2:23].C(=O)([O-])[O-].[Cs+].[Cs+].CC1(C)C2C(=C(P(C3C=CC=CC=3)C3C=CC=CC=3)C=CC=2)OC2C(P(C3C=CC=CC=3)C3C=CC=CC=3)=CC=CC1=2, predict the reaction product. The product is: [CH:9]1([CH2:8][NH:7][C:5]2[N:4]([CH2:12][CH:13]([CH3:15])[CH3:14])[N:3]=[C:2]([NH:23][C:22]3[CH:24]=[CH:25][C:26]([N:27]4[CH:31]=[C:30]([CH3:32])[N:29]=[CH:28]4)=[C:20]([O:19][CH3:18])[CH:21]=3)[N:6]=2)[CH2:11][CH2:10]1. (2) Given the reactants [F:1][C:2]1[CH:3]=[CH:4][C:5]([N:13]2[CH2:18][CH2:17][N:16]([CH2:19][CH2:20][C:21]3[CH:22]=[C:23]([CH:25]=[CH:26][CH:27]=3)[NH2:24])[CH2:15][CH2:14]2)=[C:6]2[C:11]=1[N:10]=[C:9]([CH3:12])[CH:8]=[CH:7]2.[C:28](Cl)(=[O:30])[CH3:29], predict the reaction product. The product is: [F:1][C:2]1[CH:3]=[CH:4][C:5]([N:13]2[CH2:14][CH2:15][N:16]([CH2:19][CH2:20][C:21]3[CH:22]=[C:23]([NH:24][C:28](=[O:30])[CH3:29])[CH:25]=[CH:26][CH:27]=3)[CH2:17][CH2:18]2)=[C:6]2[C:11]=1[N:10]=[C:9]([CH3:12])[CH:8]=[CH:7]2. (3) Given the reactants Cl[C:2]1[CH:7]=[C:6]([Cl:8])[N:5]=[CH:4][N:3]=1.[N:9]1([C:15]([O:17][CH2:18][CH:19]([CH3:21])[CH3:20])=[O:16])[CH2:14][CH2:13][NH:12][CH2:11][CH2:10]1.C(N(CC)CC)C.CN(C=O)C, predict the reaction product. The product is: [Cl:8][C:6]1[N:5]=[CH:4][N:3]=[C:2]([N:12]2[CH2:11][CH2:10][N:9]([C:15]([O:17][CH2:18][CH:19]([CH3:21])[CH3:20])=[O:16])[CH2:14][CH2:13]2)[CH:7]=1. (4) Given the reactants [Cl:1][C:2]1[C:7]([Cl:8])=[CH:6][CH:5]=[CH:4][C:3]=1[C:9]1[CH:10]=[C:11]2[C:16]3=[C:17]([C@@H:19]4[CH2:24][NH:23][CH2:22][CH2:21][C@@H:20]4[N:15]3[CH2:14][CH2:13][CH2:12]2)[CH:18]=1.Br[CH2:26][CH:27]=[C:28]([CH3:30])[CH3:29].N, predict the reaction product. The product is: [Cl:1][C:2]1[C:7]([Cl:8])=[CH:6][CH:5]=[CH:4][C:3]=1[C:9]1[CH:10]=[C:11]2[C:16]3=[C:17]([C@@H:19]4[CH2:24][N:23]([CH2:26][CH:27]=[C:28]([CH3:30])[CH3:29])[CH2:22][CH2:21][C@@H:20]4[N:15]3[CH2:14][CH2:13][CH2:12]2)[CH:18]=1. (5) Given the reactants [O:1]=[C:2]1[CH2:5][CH:4]([C:6]([OH:8])=O)[CH2:3]1.[CH2:9]([NH2:16])[C:10]1[CH:15]=[CH:14][CH:13]=[CH:12][CH:11]=1.C(N(CC)CC)C.F[P-](F)(F)(F)(F)F.N1(O[P+](N(C)C)(N(C)C)N(C)C)C2C=CC=CC=2N=N1, predict the reaction product. The product is: [CH2:9]([NH:16][C:6]([CH:4]1[CH2:3][C:2](=[O:1])[CH2:5]1)=[O:8])[C:10]1[CH:15]=[CH:14][CH:13]=[CH:12][CH:11]=1. (6) Given the reactants Br[C:2]1[CH:7]=[CH:6][C:5]([C:8]2([C:11]3[N:15]4[CH2:16][CH2:17][S:18][C:19]([CH2:22][O:23][Si](C(C)(C)C)(C)C)([CH3:21])[CH2:20][C:14]4=[N:13][N:12]=3)[CH2:10][CH2:9]2)=[C:4]([F:31])[CH:3]=1.Cl, predict the reaction product. The product is: [F:31][C:4]1[CH:3]=[C:2]([C:2]2[CH:7]=[CH:6][CH:5]=[CH:4][CH:3]=2)[CH:7]=[CH:6][C:5]=1[C:8]1([C:11]2[N:15]3[CH2:16][CH2:17][S:18][C:19]([CH2:22][OH:23])([CH3:21])[CH2:20][C:14]3=[N:13][N:12]=2)[CH2:9][CH2:10]1. (7) Given the reactants [OH:1][C:2]1[CH:3]=[C:4]([CH:9]=[CH:10][C:11]=1[OH:12])[CH:5]=[CH:6][CH:7]=O.[C:13]([CH2:15][C:16]([N-:18][CH2:19][C:20]1[CH:25]=[CH:24][C:23]([O:26][CH3:27])=[C:22]([O:28][CH3:29])[CH:21]=1)=[O:17])#[N:14].N1CCCCC1.Cl, predict the reaction product. The product is: [CH3:29][O:28][C:22]1[CH:21]=[C:20]([CH:25]=[CH:24][C:23]=1[O:26][CH3:27])[CH2:19][NH:18][C:16](/[C:15](=[CH:7]/[CH:6]=[CH:5]/[C:4]1[CH:9]=[CH:10][C:11]([OH:12])=[C:2]([OH:1])[CH:3]=1)/[C:13]#[N:14])=[O:17].